This data is from Reaction yield outcomes from USPTO patents with 853,638 reactions. The task is: Predict the reaction yield, written as a fraction of the theoretical maximum amount of product (1.0 means a 100% yield; for example, 0.34 means a 34% yield). The reactants are [F:1][C:2]([F:22])([C:15]1[CH:20]=[CH:19][C:18]([F:21])=[CH:17][CH:16]=1)[C:3]([NH:5][C:6]1[C:10]([C:11]([NH2:13])=[O:12])=[CH:9][N:8]([CH3:14])[N:7]=1)=O. The catalyst is CC(O)=O. The product is [F:1][C:2]([F:22])([C:15]1[CH:20]=[CH:19][C:18]([F:21])=[CH:17][CH:16]=1)[C:3]1[N:13]=[C:11]([OH:12])[C:10]2[C:6](=[N:7][N:8]([CH3:14])[CH:9]=2)[N:5]=1. The yield is 0.690.